Dataset: Full USPTO retrosynthesis dataset with 1.9M reactions from patents (1976-2016). Task: Predict the reactants needed to synthesize the given product. (1) Given the product [CH2:1]([O:3][C:4](=[O:35])[CH:5]([C:11]1[CH:16]=[CH:15][C:14]([C@@H:17]([C:28]2[CH:33]=[CH:32][CH:31]=[CH:30][C:29]=2[CH3:34])[CH2:18]/[C:19](=[N:37]\[OH:38])/[C:21]2[CH:26]=[CH:25][N:24]=[C:23]([CH3:27])[CH:22]=2)=[CH:13][CH:12]=1)[C:6]([O:8][CH2:9][CH3:10])=[O:7])[CH3:2], predict the reactants needed to synthesize it. The reactants are: [CH2:1]([O:3][C:4](=[O:35])[CH:5]([C:11]1[CH:16]=[CH:15][C:14]([C@@H:17]([C:28]2[CH:33]=[CH:32][CH:31]=[CH:30][C:29]=2[CH3:34])[CH2:18][C:19]([C:21]2[CH:26]=[CH:25][N:24]=[C:23]([CH3:27])[CH:22]=2)=O)=[CH:13][CH:12]=1)[C:6]([O:8][CH2:9][CH3:10])=[O:7])[CH3:2].Cl.[NH2:37][OH:38].C(=O)([O-])O.[Na+]. (2) Given the product [Cl:12][CH2:13][C:14]([N:6]1[CH2:7][C@H:3]([OH:2])[CH2:4][C@H:5]1[C:8]([O:10][CH3:11])=[O:9])=[O:15], predict the reactants needed to synthesize it. The reactants are: Cl.[OH:2][C@H:3]1[CH2:7][NH:6][C@H:5]([C:8]([O:10][CH3:11])=[O:9])[CH2:4]1.[Cl:12][CH2:13][C:14](Cl)=[O:15].C. (3) Given the product [C:1]1([CH2:7][CH2:8][C:9]2[NH:17][C:12]3=[N+:13]([O-:26])[CH:14]=[CH:15][CH:16]=[C:11]3[CH:10]=2)[CH:2]=[CH:3][CH:4]=[CH:5][CH:6]=1, predict the reactants needed to synthesize it. The reactants are: [C:1]1([CH2:7][CH2:8][C:9]2[NH:17][C:12]3=[N:13][CH:14]=[CH:15][CH:16]=[C:11]3[CH:10]=2)[CH:6]=[CH:5][CH:4]=[CH:3][CH:2]=1.ClC1C=CC=C(C(OO)=[O:26])C=1. (4) Given the product [CH3:38][O:37][C:35](=[O:36])[C:34]1[CH:39]=[CH:40][C:31]([S:30][C:22]([C:19]2[CH:20]=[CH:21][C:16]([O:15][CH2:14][C:13]3[N:9]([C:3]4[C:4]([Cl:8])=[CH:5][CH:6]=[CH:7][C:2]=4[Cl:1])[N:10]=[N:11][C:12]=3[CH:27]([CH3:28])[CH3:29])=[CH:17][C:18]=2[CH3:26])([CH3:23])[CH3:24])=[CH:32][CH:33]=1, predict the reactants needed to synthesize it. The reactants are: [Cl:1][C:2]1[CH:7]=[CH:6][CH:5]=[C:4]([Cl:8])[C:3]=1[N:9]1[C:13]([CH2:14][O:15][C:16]2[CH:21]=[CH:20][C:19]([C:22](O)([CH3:24])[CH3:23])=[C:18]([CH3:26])[CH:17]=2)=[C:12]([CH:27]([CH3:29])[CH3:28])[N:11]=[N:10]1.[SH:30][C:31]1[CH:40]=[CH:39][C:34]([C:35]([O:37][CH3:38])=[O:36])=[CH:33][CH:32]=1. (5) Given the product [Cl:49][C:18]1[CH:17]=[C:16]([S:13]([NH:12][CH2:11][CH2:10][CH2:9][OH:8])(=[O:15])=[O:14])[CH:21]=[C:20]([F:22])[C:19]=1[CH2:23][S:24][C:25]1[N:26]([C:42]2[CH:43]=[CH:44][C:45]([F:48])=[CH:46][CH:47]=2)[C:27]([C:30]([C:33]2[CH:38]=[CH:37][C:36]([F:39])=[C:35]([O:40][CH3:41])[CH:34]=2)([CH3:31])[CH3:32])=[CH:28][N:29]=1, predict the reactants needed to synthesize it. The reactants are: [Si]([O:8][CH2:9][CH2:10][CH2:11][NH:12][S:13]([C:16]1[CH:21]=[C:20]([F:22])[C:19]([CH2:23][S:24][C:25]2[N:26]([C:42]3[CH:47]=[CH:46][C:45]([F:48])=[CH:44][CH:43]=3)[C:27]([C:30]([C:33]3[CH:38]=[CH:37][C:36]([F:39])=[C:35]([O:40][CH3:41])[CH:34]=3)([CH3:32])[CH3:31])=[CH:28][N:29]=2)=[C:18]([Cl:49])[CH:17]=1)(=[O:15])=[O:14])(C(C)(C)C)(C)C.CCCC[N+](CCCC)(CCCC)CCCC.[F-]. (6) Given the product [N+:8]([C:11]1[CH:12]=[C:4]2[CH:3]=[N:2][NH:1][C:5]2=[N:6][CH:14]=1)([O-:10])=[O:9], predict the reactants needed to synthesize it. The reactants are: [NH:1]1[C:5]([NH2:6])=[CH:4][CH:3]=[N:2]1.O.[N+:8]([CH:11]([CH:14]=O)[CH:12]=O)([O-:10])=[O:9].[Na].O. (7) Given the product [C:1]1([CH2:7][CH2:8][CH2:9][CH2:10][C:11]2[S:12][CH:13]=[C:14]([CH2:16][C:17]([O:19][CH2:20][CH3:21])=[O:18])[N:15]=2)[CH:6]=[CH:5][CH:4]=[CH:3][CH:2]=1, predict the reactants needed to synthesize it. The reactants are: [C:1]1([CH2:7][CH2:8][C:9]#[C:10][C:11]2[S:12][CH:13]=[C:14]([CH2:16][C:17]([O:19][CH2:20][CH3:21])=[O:18])[N:15]=2)[CH:6]=[CH:5][CH:4]=[CH:3][CH:2]=1.